From a dataset of Peptide-MHC class II binding affinity with 134,281 pairs from IEDB. Regression. Given a peptide amino acid sequence and an MHC pseudo amino acid sequence, predict their binding affinity value. This is MHC class II binding data. (1) The peptide sequence is ACKVAATAANAAPAN. The MHC is HLA-DPA10201-DPB11401 with pseudo-sequence HLA-DPA10201-DPB11401. The binding affinity (normalized) is 0.510. (2) The peptide sequence is IYQILVIYSTVASSLVLSVS. The MHC is DRB1_0101 with pseudo-sequence DRB1_0101. The binding affinity (normalized) is 0.174. (3) The binding affinity (normalized) is 0.230. The MHC is DRB1_0301 with pseudo-sequence DRB1_0301. The peptide sequence is ALDVWALGLAIFEFV. (4) The peptide sequence is CTGMLKRRLGLMSLS. The MHC is DRB1_0301 with pseudo-sequence DRB1_0301. The binding affinity (normalized) is 0.470. (5) The peptide sequence is GKIDFLNNYALFLSP. The MHC is DRB1_0405 with pseudo-sequence DRB1_0405. The binding affinity (normalized) is 0.461. (6) The peptide sequence is VRHRIKEHMLKKYTQ. The MHC is DRB4_0103 with pseudo-sequence DRB4_0103. The binding affinity (normalized) is 0.778.